Dataset: Full USPTO retrosynthesis dataset with 1.9M reactions from patents (1976-2016). Task: Predict the reactants needed to synthesize the given product. (1) Given the product [Cl:1][C:2]1[CH:3]=[CH:4][CH:5]=[C:6]2[C:11]=1[N:10]=[CH:9][C:8]([CH3:12])=[C:7]2[C:13]1[CH:14]=[C:15]([CH:16]=[CH:17][CH:18]=1)[O:19][CH2:31][C:28]1[CH:27]=[CH:26][C:25]([C@H:23]([CH3:24])[C:22]([OH:33])=[O:21])=[CH:30][CH:29]=1, predict the reactants needed to synthesize it. The reactants are: [Cl:1][C:2]1[CH:3]=[CH:4][CH:5]=[C:6]2[C:11]=1[N:10]=[CH:9][C:8]([CH3:12])=[C:7]2[C:13]1[CH:14]=[C:15]([OH:19])[CH:16]=[CH:17][CH:18]=1.C[O:21][C:22](=[O:33])[CH:23]([C:25]1[CH:30]=[CH:29][C:28]([CH2:31]Br)=[CH:27][CH:26]=1)[CH3:24]. (2) Given the product [CH:1]1([C:4]2[CH:5]=[C:6]([NH:10][C:11]3[O:12][CH2:13][C:14]4[CH:20]=[C:19]([NH:21][C:25]([CH:22]5[CH2:24][CH2:23]5)=[O:26])[CH:18]=[CH:17][C:15]=4[N:16]=3)[CH:7]=[CH:8][CH:9]=2)[CH2:3][CH2:2]1, predict the reactants needed to synthesize it. The reactants are: [CH:1]1([C:4]2[CH:5]=[C:6]([NH:10][C:11]3[O:12][CH2:13][C:14]4[CH:20]=[C:19]([NH2:21])[CH:18]=[CH:17][C:15]=4[N:16]=3)[CH:7]=[CH:8][CH:9]=2)[CH2:3][CH2:2]1.[CH:22]1([C:25](O)=[O:26])[CH2:24][CH2:23]1.